This data is from Reaction yield outcomes from USPTO patents with 853,638 reactions. The task is: Predict the reaction yield, written as a fraction of the theoretical maximum amount of product (1.0 means a 100% yield; for example, 0.34 means a 34% yield). (1) The reactants are [NH:1]1[C:11]2[C:6](=[CH:7][CH:8]=[CH:9][CH:10]=2)[C:4](=O)[C:2]1=[O:3].[OH-:12].[Na+].O=[C:15]([C:22]1[CH:27]=[CH:26][CH:25]=[CH:24][CH:23]=1)[CH2:16][NH:17][S:18]([CH3:21])(=[O:20])=[O:19]. The catalyst is O.C(O)C.C1COCC1.O. The product is [CH3:21][S:18]([NH:17][C:16]1[C:15]([C:22]2[CH:27]=[CH:26][CH:25]=[CH:24][CH:23]=2)=[N:1][C:11]2[C:6]([C:4]=1[C:2]([OH:12])=[O:3])=[CH:7][CH:8]=[CH:9][CH:10]=2)(=[O:20])=[O:19]. The yield is 0.703. (2) The reactants are [CH3:1][C:2]1[CH:7]=[CH:6][C:5]([S:8]([O:11][CH2:12][CH:13]([OH:36])[CH2:14][C:15]2[CH:20]=[CH:19][CH:18]=[C:17]([CH2:21][C:22]3[CH:27]=[CH:26][CH:25]=[CH:24][CH:23]=3)[C:16]=2[O:28]CC2C=CC=CC=2)(=[O:10])=[O:9])=[CH:4][CH:3]=1. The product is [CH3:1][C:2]1[CH:3]=[CH:4][C:5]([S:8]([O:11][CH2:12][CH:13]([OH:36])[CH2:14][C:15]2[CH:20]=[CH:19][CH:18]=[C:17]([CH2:21][C:22]3[CH:23]=[CH:24][CH:25]=[CH:26][CH:27]=3)[C:16]=2[OH:28])(=[O:9])=[O:10])=[CH:6][CH:7]=1. The yield is 0.920. The catalyst is [Pd].